Predict which catalyst facilitates the given reaction. From a dataset of Catalyst prediction with 721,799 reactions and 888 catalyst types from USPTO. (1) Reactant: C[Si]([N-][Si](C)(C)C)(C)C.[Na+].[CH2:11]([N:13]1[N:17]=[N:16][C:15]([C:18]2[CH:23]=[CH:22][C:21]([C:24]([C:29]3[CH:34]=[CH:33][C:32]([CH:35]([OH:43])[CH2:36][C:37]4[CH:42]=[CH:41][CH:40]=[CH:39][N:38]=4)=[CH:31][CH:30]=3)([CH3:28])[CH:25]([CH3:27])[CH3:26])=[CH:20][CH:19]=2)=[N:14]1)[CH3:12].I[CH3:45]. Product: [CH2:11]([N:13]1[N:17]=[N:16][C:15]([C:18]2[CH:19]=[CH:20][C:21]([C:24]([C:29]3[CH:30]=[CH:31][C:32]([CH:35]([O:43][CH3:45])[CH2:36][C:37]4[CH:42]=[CH:41][CH:40]=[CH:39][N:38]=4)=[CH:33][CH:34]=3)([CH3:28])[CH:25]([CH3:27])[CH3:26])=[CH:22][CH:23]=2)=[N:14]1)[CH3:12]. The catalyst class is: 49. (2) Reactant: [F:1][CH2:2][CH2:3][OH:4].O1CCCC1.[H-].[Na+].[Br:12][C:13]1[CH:14]=[CH:15][C:16](Cl)=[N:17][CH:18]=1. Product: [F:1][CH2:2][CH2:3][O:4][C:16]1[CH:15]=[CH:14][C:13]([Br:12])=[CH:18][N:17]=1. The catalyst class is: 6. (3) Reactant: [Mn]([O-])(=O)(=O)=[O:2].[K+].[Br:7][C:8]1[CH:13]=[CH:12][C:11]([CH3:14])=[C:10]([N+:15]([O-:17])=[O:16])[CH:9]=1.[OH2:18]. Product: [Br:7][C:8]1[CH:13]=[CH:12][C:11]([C:14]([OH:2])=[O:18])=[C:10]([N+:15]([O-:17])=[O:16])[CH:9]=1. The catalyst class is: 17. (4) Reactant: [OH:1][CH:2]1[C:7](OC)([O:8]C)[CH2:6][CH2:5][N:4]([C:12]([O:14][CH2:15][CH3:16])=[O:13])[CH2:3]1.FC(F)(F)C(O)=O. Product: [OH:1][CH:2]1[C:7](=[O:8])[CH2:6][CH2:5][N:4]([C:12]([O:14][CH2:15][CH3:16])=[O:13])[CH2:3]1. The catalyst class is: 1. (5) Reactant: [CH2:1]([O:3][C:4](=[O:29])/[CH:5]=[CH:6]/[C:7]1[CH:12]=[CH:11][C:10]([O:13][CH2:14][C:15]2[CH2:24][CH2:23][CH2:22][C:17]3([CH2:21][CH2:20][CH2:19][CH2:18]3)[CH:16]=2)=[C:9]([O:25][C:26](=[O:28])[CH3:27])[CH:8]=1)[CH3:2].C(OC)(=O)C.C1(SC2C=CC=CC=2)C=CC=CC=1.[H][H]. Product: [CH2:1]([O:3][C:4](=[O:29])[CH2:5][CH2:6][C:7]1[CH:12]=[CH:11][C:10]([O:13][CH2:14][C:15]2[CH2:24][CH2:23][CH2:22][C:17]3([CH2:18][CH2:19][CH2:20][CH2:21]3)[CH:16]=2)=[C:9]([O:25][C:26](=[O:28])[CH3:27])[CH:8]=1)[CH3:2]. The catalyst class is: 586.